Dataset: NCI-60 drug combinations with 297,098 pairs across 59 cell lines. Task: Regression. Given two drug SMILES strings and cell line genomic features, predict the synergy score measuring deviation from expected non-interaction effect. (1) Drug 1: CS(=O)(=O)C1=CC(=C(C=C1)C(=O)NC2=CC(=C(C=C2)Cl)C3=CC=CC=N3)Cl. Drug 2: C1=C(C(=O)NC(=O)N1)F. Cell line: SW-620. Synergy scores: CSS=41.5, Synergy_ZIP=1.42, Synergy_Bliss=0.142, Synergy_Loewe=-10.2, Synergy_HSA=-1.63. (2) Drug 1: COC1=C2C(=CC3=C1OC=C3)C=CC(=O)O2. Drug 2: C1CCC(C(C1)N)N.C(=O)(C(=O)[O-])[O-].[Pt+4]. Cell line: DU-145. Synergy scores: CSS=2.16, Synergy_ZIP=-8.47, Synergy_Bliss=-13.5, Synergy_Loewe=-33.4, Synergy_HSA=-17.3.